Dataset: Catalyst prediction with 721,799 reactions and 888 catalyst types from USPTO. Task: Predict which catalyst facilitates the given reaction. (1) Reactant: [H-].[Na+].[C:3]([CH2:11][C:12]([O:14][CH2:15][CH3:16])=[O:13])(=[O:10])[C:4]1[CH:9]=[CH:8][CH:7]=[CH:6][CH:5]=1.[Br:17][C:18]([CH2:20]Br)=[CH2:19].O. Product: [C:3]([CH:11]([CH2:20][C:18]([Br:17])=[CH2:19])[C:12]([O:14][CH2:15][CH3:16])=[O:13])(=[O:10])[C:4]1[CH:9]=[CH:8][CH:7]=[CH:6][CH:5]=1. The catalyst class is: 39. (2) Reactant: [Br:1][C:2]1[N:3]([CH2:19][C:20]2[CH:25]=[CH:24][CH:23]=[C:22]([CH2:26][C:27]([O:29][CH3:30])=[O:28])[CH:21]=2)[C:4]2[C:9]([N:10]=1)=[C:8]([NH2:11])[N:7]=[C:6]([O:12]CCS(C)(=O)=O)[N:5]=2.[OH-].[Na+].Cl. Product: [Br:1][C:2]1[N:3]([CH2:19][C:20]2[CH:25]=[CH:24][CH:23]=[C:22]([CH2:26][C:27]([O:29][CH3:30])=[O:28])[CH:21]=2)[C:4]2[C:9]([N:10]=1)=[C:8]([NH2:11])[N:7]=[C:6]([OH:12])[N:5]=2. The catalyst class is: 5. (3) Reactant: [C:1]([O:5][C:6](=[O:19])[NH:7][C:8]1[CH:13]=[C:12]([C:14]([CH3:17])([CH3:16])[CH3:15])[CH:11]=[CH:10][C:9]=1[CH3:18])([CH3:4])([CH3:3])[CH3:2].[C:20]([Li])(C)(C)C.CN(C=O)C. Product: [C:1]([O:5][C:6]([N:7]1[C:8]2[C:9](=[CH:10][CH:11]=[C:12]([C:14]([CH3:17])([CH3:16])[CH3:15])[CH:13]=2)[CH:18]=[CH:20]1)=[O:19])([CH3:4])([CH3:3])[CH3:2]. The catalyst class is: 1. (4) The catalyst class is: 36. Product: [C:33]1([C:30]2[CH:31]=[CH:32][C:27]([CH2:26][N:10]([C:11](=[O:25])[CH:12]=[CH:13][C:14]3[CH:19]=[CH:18][CH:17]=[C:16]([O:20][C:21]([F:23])([F:22])[F:24])[CH:15]=3)[C:7]3[CH:8]=[CH:9][C:4]([C:3]([OH:39])=[O:2])=[CH:5][CH:6]=3)=[CH:28][CH:29]=2)[CH2:38][CH2:37][CH2:36][CH2:35][CH:34]=1. Reactant: C[O:2][C:3](=[O:39])[C:4]1[CH:9]=[CH:8][C:7]([N:10]([CH2:26][C:27]2[CH:32]=[CH:31][C:30]([C:33]3[CH2:38][CH2:37][CH2:36][CH2:35][CH:34]=3)=[CH:29][CH:28]=2)[C:11](=[O:25])[CH:12]=[CH:13][C:14]2[CH:19]=[CH:18][CH:17]=[C:16]([O:20][C:21]([F:24])([F:23])[F:22])[CH:15]=2)=[CH:6][CH:5]=1.[OH-].[Na+].Cl. (5) Reactant: [NH2:1][C:2]1[CH:3]=[C:4]([CH:8]=[C:9](Br)[CH:10]=1)[C:5]([OH:7])=[O:6].[C:12]1(B(O)O)[CH:17]=[CH:16][CH:15]=[CH:14][CH:13]=1.C(=O)([O-])[O-].[K+].[K+].Cl. Product: [NH2:1][C:2]1[CH:3]=[C:4]([C:5]([OH:7])=[O:6])[CH:8]=[C:9]([C:12]2[CH:17]=[CH:16][CH:15]=[CH:14][CH:13]=2)[CH:10]=1. The catalyst class is: 70. (6) Reactant: [NH2:1][C:2]1[N:3]=[C:4]([Cl:13])[CH:5]=[C:6]2[C:11]=1[C:10](=[O:12])[NH:9][CH:8]=[CH:7]2.C([O-])([O-])=O.[Cs+].[Cs+].I[CH2:21][CH3:22]. Product: [NH2:1][C:2]1[N:3]=[C:4]([Cl:13])[CH:5]=[C:6]2[C:11]=1[C:10](=[O:12])[N:9]([CH2:21][CH3:22])[CH:8]=[CH:7]2. The catalyst class is: 3. (7) Reactant: C([N:8]1[CH2:13][CH2:12][CH:11]([N:14]2[CH2:19][CH2:18][C:17]([F:21])([F:20])[CH2:16][CH2:15]2)[CH2:10][CH2:9]1)C1C=CC=CC=1.[H][H]. Product: [F:21][C:17]1([F:20])[CH2:18][CH2:19][N:14]([CH:11]2[CH2:10][CH2:9][NH:8][CH2:13][CH2:12]2)[CH2:15][CH2:16]1. The catalyst class is: 750. (8) Reactant: [CH3:1][O:2][C:3]1[CH:4]=[C:5]([C:9]2[CH:14]=[CH:13][CH:12]=[C:11]([CH2:15]O)[CH:10]=2)[CH:6]=[CH:7][CH:8]=1.[Br:17]C(Cl)(Cl)C(Cl)(Cl)Br.C1(P(C2C=CC=CC=2)CCP(C2C=CC=CC=2)C2C=CC=CC=2)C=CC=CC=1. Product: [Br:17][CH2:15][C:11]1[CH:10]=[C:9]([C:5]2[CH:6]=[CH:7][CH:8]=[C:3]([O:2][CH3:1])[CH:4]=2)[CH:14]=[CH:13][CH:12]=1. The catalyst class is: 1. (9) Reactant: [C:1]([O:5][C:6]([N:8]1[CH2:13][CH2:12][C:11]([CH2:21][O:22][CH:23]([C:27]2[C:35]3[C:31](=[CH:32][N:33]([CH2:36][O:37][CH2:38][CH2:39][Si:40]([CH3:43])([CH3:42])[CH3:41])[N:34]=3)[CH:30]=[C:29]([Cl:44])[CH:28]=2)[C:24](O)=[O:25])([C:14]2[CH:19]=[CH:18][C:17]([F:20])=[CH:16][CH:15]=2)[CH2:10][CH2:9]1)=[O:7])([CH3:4])([CH3:3])[CH3:2].N.C1C[N:49]([P+](ON2N=NC3C=CC=CC2=3)(N2CCCC2)N2CCCC2)CC1.F[P-](F)(F)(F)(F)F. Product: [NH2:49][C:24](=[O:25])[CH:23]([C:27]1[C:35]2[C:31](=[CH:32][N:33]([CH2:36][O:37][CH2:38][CH2:39][Si:40]([CH3:43])([CH3:42])[CH3:41])[N:34]=2)[CH:30]=[C:29]([Cl:44])[CH:28]=1)[O:22][CH2:21][C:11]1([C:14]2[CH:15]=[CH:16][C:17]([F:20])=[CH:18][CH:19]=2)[CH2:10][CH2:9][N:8]([C:6]([O:5][C:1]([CH3:3])([CH3:2])[CH3:4])=[O:7])[CH2:13][CH2:12]1. The catalyst class is: 9. (10) Reactant: [CH:1]([C:4]1[CH:9]=[C:8]([CH:10]([CH3:12])[CH3:11])[C:7]([OH:13])=[CH:6][C:5]=1[OH:14])([CH3:3])[CH3:2].[C:15](=O)([OH:17])[O-:16].[K+]. Product: [OH:14][C:5]1[C:4]([CH:1]([CH3:3])[CH3:2])=[CH:9][C:8]([CH:10]([CH3:12])[CH3:11])=[C:7]([OH:13])[C:6]=1[C:15]([OH:17])=[O:16]. The catalyst class is: 9.